From a dataset of Full USPTO retrosynthesis dataset with 1.9M reactions from patents (1976-2016). Predict the reactants needed to synthesize the given product. (1) Given the product [S:23]1[CH2:26][S:24][C:22]1=[C:8]([C:9]1[CH:10]=[CH:11][CH:12]=[CH:13][CH:14]=1)[C:7]([C:1]1[CH:6]=[CH:5][CH:4]=[CH:3][CH:2]=1)=[O:15], predict the reactants needed to synthesize it. The reactants are: [C:1]1([C:7](=[O:15])[CH2:8][C:9]2[CH:14]=[CH:13][CH:12]=[CH:11][CH:10]=2)[CH:6]=[CH:5][CH:4]=[CH:3][CH:2]=1.CC([O-])(C)C.[K+].[C:22](=[S:24])=[S:23].Br[CH2:26]Br. (2) Given the product [NH:1]1[C:9]2[C:4](=[CH:5][CH:6]=[C:7]([C:10]([N:25]3[CH2:30][CH2:29][O:28][CH2:27][CH2:26]3)=[O:12])[CH:8]=2)[CH:3]=[CH:2]1, predict the reactants needed to synthesize it. The reactants are: [NH:1]1[C:9]2[C:4](=[CH:5][CH:6]=[C:7]([C:10]([OH:12])=O)[CH:8]=2)[CH:3]=[CH:2]1.C1N=CN(C(N2C=NC=C2)=O)C=1.[NH:25]1[CH2:30][CH2:29][O:28][CH2:27][CH2:26]1. (3) Given the product [O:11]=[C:7]1[C:8]2[C:4](=[CH:3][C:2]([C:17]3[CH:18]=[CH:19][C:14]([C:12]#[N:13])=[CH:15][CH:16]=3)=[CH:10][CH:9]=2)[CH2:5][CH2:6]1, predict the reactants needed to synthesize it. The reactants are: Br[C:2]1[CH:3]=[C:4]2[C:8](=[CH:9][CH:10]=1)[C:7](=[O:11])[CH2:6][CH2:5]2.[C:12]([C:14]1[CH:19]=[CH:18][C:17](B(O)O)=[CH:16][CH:15]=1)#[N:13].C(=O)([O-])[O-].[Na+].[Na+]. (4) Given the product [F:3][C:4]([F:11])([CH3:10])[C:5](=[O:6])[CH2:13][C:12]([C:15]1[CH:25]=[C:24]([CH3:26])[C:18]2[O:19][CH2:20][C:21](=[O:23])[NH:22][C:17]=2[CH:16]=1)=[O:14], predict the reactants needed to synthesize it. The reactants are: [H-].[Na+].[F:3][C:4]([F:11])([CH3:10])[C:5](OCC)=[O:6].[C:12]([C:15]1[CH:25]=[C:24]([CH3:26])[C:18]2[O:19][CH2:20][C:21](=[O:23])[NH:22][C:17]=2[CH:16]=1)(=[O:14])[CH3:13]. (5) Given the product [CH3:15][O:16][C:17]1[CH:22]=[CH:21][CH:20]=[CH:19][C:18]=1[C:8]1[O:12][C:11]([CH:13]=[O:14])=[CH:10][CH:9]=1, predict the reactants needed to synthesize it. The reactants are: C1C=CC=CC=1.Br[C:8]1[O:12][C:11]([CH:13]=[O:14])=[CH:10][CH:9]=1.[CH3:15][O:16][C:17]1[CH:22]=[CH:21][CH:20]=[CH:19][C:18]=1B(O)O.C([O-])([O-])=O.[K+].[K+]. (6) Given the product [F:1][C:2]1[CH:7]=[CH:6][C:5]([F:8])=[CH:4][C:3]=1[C:9]1[C:10]([C:18]([O:20][CH3:21])=[O:19])=[CH:11][C:12]([CH2:15][OH:16])=[CH:13][CH:14]=1, predict the reactants needed to synthesize it. The reactants are: [F:1][C:2]1[CH:7]=[CH:6][C:5]([F:8])=[CH:4][C:3]=1[C:9]1[CH:14]=[CH:13][C:12]([C:15](O)=[O:16])=[CH:11][C:10]=1[C:18]([O:20][CH3:21])=[O:19].B.C1COCC1. (7) The reactants are: [F:1][C:2]1[CH:7]=[C:6]([C:8]2[C:9]3[C:10]4[CH:24]=[CH:23][S:22][C:11]=4[C:12](=[O:21])[NH:13][C:14]=3[C:15]([CH3:20])=[CH:16][C:17]=2[O:18][CH3:19])[CH:5]=[CH:4][C:3]=1[CH:25]([CH:36]([CH3:38])[CH3:37])[CH2:26][N:27](C)[C:28](=O)OC(C)(C)C.[ClH:39]. Given the product [ClH:39].[F:1][C:2]1[CH:7]=[C:6]([C:8]2[C:9]3[C:10]4[CH:24]=[CH:23][S:22][C:11]=4[C:12](=[O:21])[NH:13][C:14]=3[C:15]([CH3:20])=[CH:16][C:17]=2[O:18][CH3:19])[CH:5]=[CH:4][C:3]=1[CH:25]([CH:36]([CH3:38])[CH3:37])[CH2:26][NH:27][CH3:28], predict the reactants needed to synthesize it. (8) Given the product [C:11]([C:9]1[CH:8]=[CH:7][C:5]2[N:6]=[C:2]([C:21]3[CH:22]=[CH:23][C:24]([CH2:27][NH:28][C:29](=[O:35])[O:30][C:31]([CH3:33])([CH3:32])[CH3:34])=[N:25][CH:26]=3)[S:3][C:4]=2[CH:10]=1)(=[O:12])[NH2:13], predict the reactants needed to synthesize it. The reactants are: Cl[C:2]1[S:3][C:4]2[CH:10]=[C:9]([C:11]([NH2:13])=[O:12])[CH:8]=[CH:7][C:5]=2[N:6]=1.CC1(C)COB([C:21]2[CH:22]=[CH:23][C:24]([CH2:27][NH:28][C:29](=[O:35])[O:30][C:31]([CH3:34])([CH3:33])[CH3:32])=[N:25][CH:26]=2)OC1.C([O-])([O-])=O.[K+].[K+]. (9) Given the product [CH3:22][C:23]1[N:28]=[CH:27][C:26]([C:2]2[CH:3]=[CH:4][C:5]([C:8]3([C:11]([NH:13][NH2:14])=[O:12])[CH2:9][CH2:10]3)=[CH:6][CH:7]=2)=[CH:25][N:24]=1, predict the reactants needed to synthesize it. The reactants are: Br[C:2]1[CH:7]=[CH:6][C:5]([C:8]2([C:11]([NH:13][NH:14]C(OC(C)(C)C)=O)=[O:12])[CH2:10][CH2:9]2)=[CH:4][CH:3]=1.[CH3:22][C:23]1[N:28]=[CH:27][C:26](B(O)O)=[CH:25][N:24]=1.C(=O)([O-])[O-].[K+].[K+].Cl.O1CCOCC1.